From a dataset of Catalyst prediction with 721,799 reactions and 888 catalyst types from USPTO. Predict which catalyst facilitates the given reaction. (1) Reactant: [C:1]([NH:4][C:5]1[N:6]=[CH:7][CH:8]=[C:9]2[C:18]3[CH:17]=[CH:16][C:15]([O:19][CH2:20][C@@H:21]([NH:26]C(=O)OC(C)(C)C)[CH2:22][CH:23]([CH3:25])[CH3:24])=[CH:14][C:13]=3[O:12][CH2:11][C:10]=12)(=[O:3])[CH3:2].C(O)(C(F)(F)F)=O. Product: [NH2:26][C@@H:21]([CH2:22][CH:23]([CH3:25])[CH3:24])[CH2:20][O:19][C:15]1[CH:16]=[CH:17][C:18]2[C:9]3[C:10](=[C:5]([NH:4][C:1](=[O:3])[CH3:2])[N:6]=[CH:7][CH:8]=3)[CH2:11][O:12][C:13]=2[CH:14]=1. The catalyst class is: 2. (2) Reactant: [NH2:1][C@H:2]1[CH2:7][CH2:6][C@@H:5]([N:8]([CH:10]([CH3:12])[CH3:11])[CH3:9])[CH2:4][C@H:3]1[CH2:13][CH:14]([OH:18])[CH:15]([CH3:17])[CH3:16].C(N(C(C)C)CC)(C)C.[F:28][C:29]([F:44])([F:43])[C:30]1[CH:31]=[C:32]([CH:40]=[CH:41][CH:42]=1)[C:33]([NH:35][CH2:36][C:37]([OH:39])=[O:38])=[O:34].F[B-](F)(F)F.N1(OC(N(C)C)=[N+](C)C)C2C=CC=CC=2N=N1. Product: [OH:18][C@@H:14]([CH:15]([CH3:17])[CH3:16])[CH2:13][C@@H:3]1[CH2:4][C@H:5]([N:8]([CH:10]([CH3:12])[CH3:11])[CH3:9])[CH2:6][CH2:7][C@@H:2]1[NH:1][C:37](=[O:38])[CH2:36][NH:35][C:33](=[O:34])[C:32]1[CH:40]=[CH:41][CH:42]=[C:30]([C:29]([F:28])([F:44])[F:43])[CH:31]=1.[OH:18][C@H:14]([CH:15]([CH3:17])[CH3:16])[CH2:13][C@@H:3]1[CH2:4][C@H:5]([N:8]([CH:10]([CH3:11])[CH3:12])[CH3:9])[CH2:6][CH2:7][C@@H:2]1[NH:1][C:37](=[O:39])[CH2:36][NH:35][C:33](=[O:34])[C:32]1[CH:40]=[CH:41][CH:42]=[C:30]([C:29]([F:28])([F:44])[F:43])[CH:31]=1. The catalyst class is: 382. (3) Reactant: [Cl:1][C:2]1[N:7]=[C:6]([C:8](OC)=[O:9])[CH:5]=[C:4]([C:12]([O:14][CH2:15][CH3:16])=[CH2:13])[N:3]=1.CN(C=O)C.[BH4-].[Na+].C(O)(=O)C. Product: [Cl:1][C:2]1[N:7]=[C:6]([CH2:8][OH:9])[CH:5]=[C:4]([C:12]([O:14][CH2:15][CH3:16])=[CH2:13])[N:3]=1. The catalyst class is: 24. (4) Reactant: [Br:1][C:2]1[CH:7]=[C:6]([F:8])[CH:5]=[CH:4][C:3]=1[OH:9].[CH3:10][O:11][CH2:12]OC.O=P12OP3(OP(OP(O3)(O1)=O)(=O)O2)=O.[OH-].[Na+]. The catalyst class is: 4. Product: [Br:1][C:2]1[CH:7]=[C:6]([F:8])[CH:5]=[CH:4][C:3]=1[O:9][CH2:10][O:11][CH3:12]. (5) The catalyst class is: 48. Reactant: [S:1]1[CH:5]=[CH:4][CH:3]=[CH:2]1.[C:6](Cl)(=[O:9])[CH2:7][CH3:8].[Sn](Cl)(Cl)(Cl)Cl. Product: [C:6]([C:2]1[S:1][CH:5]=[CH:4][CH:3]=1)(=[O:9])[CH2:7][CH3:8]. (6) Reactant: B(Br)(Br)Br.[CH3:5][O:6][C:7]([C:9]1[S:10][C:11]([Br:16])=[CH:12][C:13]=1[O:14]C)=[O:8].O. Product: [CH3:5][O:6][C:7]([C:9]1[S:10][C:11]([Br:16])=[CH:12][C:13]=1[OH:14])=[O:8]. The catalyst class is: 2. (7) Reactant: [Cl:1][C:2]1[C:3]([C:9]([NH2:11])=[O:10])=[N:4][CH:5]=[CH:6][C:7]=1Cl.[OH:12][C:13]1[CH:14]=[CH:15][C:16]([NH:19][C:20]([C:22]2[C:23](=[O:37])[N:24]([C:31]3[CH:36]=[CH:35][CH:34]=[CH:33][CH:32]=3)[N:25]3[CH2:30][CH2:29][CH2:28][CH2:27][C:26]=23)=[O:21])=[N:17][CH:18]=1.CC([O-])(C)C.[K+]. Product: [C:9]([C:3]1[C:2]([Cl:1])=[C:7]([O:12][C:13]2[CH:14]=[CH:15][C:16]([NH:19][C:20]([C:22]3[C:23](=[O:37])[N:24]([C:31]4[CH:32]=[CH:33][CH:34]=[CH:35][CH:36]=4)[N:25]4[CH2:30][CH2:29][CH2:28][CH2:27][C:26]=34)=[O:21])=[N:17][CH:18]=2)[CH:6]=[CH:5][N:4]=1)(=[O:10])[NH2:11]. The catalyst class is: 18. (8) Reactant: [CH3:1][NH2:2].[CH3:3][OH:4].COC([C:9]1[C:17]2[N:16]=[C:15]([C:18]3[CH:23]=[CH:22][CH:21]=[CH:20][N:19]=3)[NH:14][C:13]=2[CH:12]=[C:11]([O:24][C:25]2[CH:26]=[N:27][CH:28]=[CH:29][CH:30]=2)[CH:10]=1)=O. Product: [CH3:1][NH:2][C:3]([C:17]1[CH:13]=[CH:12][C:11]([O:24][C:10]2[C:11]([O:24][C:25]3[CH:26]=[N:27][CH:28]=[CH:29][CH:30]=3)=[CH:12][C:13]3[NH:14][C:15]([C:18]4[CH:23]=[CH:22][CH:21]=[CH:20][N:19]=4)=[N:16][C:17]=3[CH:9]=2)=[CH:10][CH:9]=1)=[O:4]. The catalyst class is: 5. (9) Reactant: [Cl:1][C:2]1[CH:3]=[C:4]([C:12]2[O:16][N:15]=[C:14]([C:17]3[CH:18]=[C:19]4[C:23](=[CH:24][CH:25]=3)[NH:22][N:21]=[CH:20]4)[N:13]=2)[CH:5]=[N:6][C:7]=1[O:8][CH:9]([CH3:11])[CH3:10].Br[CH2:27][C:28]([CH3:35])([CH3:34])[C:29]([O:31][CH2:32][CH3:33])=[O:30].C([O-])([O-])=O.[K+].[K+]. Product: [Cl:1][C:2]1[CH:3]=[C:4]([C:12]2[O:16][N:15]=[C:14]([C:17]3[CH:18]=[C:19]4[C:23](=[CH:24][CH:25]=3)[N:22]([CH2:27][C:28]([CH3:35])([CH3:34])[C:29]([O:31][CH2:32][CH3:33])=[O:30])[N:21]=[CH:20]4)[N:13]=2)[CH:5]=[N:6][C:7]=1[O:8][CH:9]([CH3:11])[CH3:10]. The catalyst class is: 3.